Dataset: Forward reaction prediction with 1.9M reactions from USPTO patents (1976-2016). Task: Predict the product of the given reaction. (1) Given the reactants Br[C:2]1[CH:3]=[C:4]([CH2:7][N:8]([CH2:19][CH:20]([CH3:22])[CH3:21])[S:9]([C:12]2[CH:17]=[CH:16][CH:15]=[CH:14][C:13]=2[Cl:18])(=[O:11])=[O:10])[S:5][CH:6]=1.[C:23]([NH:27][S:28]([C:31]1[CH:32]=[C:33](B(O)O)[CH:34]=[CH:35][CH:36]=1)(=[O:30])=[O:29])([CH3:26])([CH3:25])[CH3:24].C([O-])([O-])=O.[Na+].[Na+], predict the reaction product. The product is: [Cl:18][C:13]1[CH:14]=[CH:15][CH:16]=[CH:17][C:12]=1[S:9]([N:8]([CH2:19][CH:20]([CH3:22])[CH3:21])[CH2:7][C:4]1[S:5][CH:6]=[C:2]([C:33]2[CH:34]=[CH:35][CH:36]=[C:31]([S:28]([NH:27][C:23]([CH3:26])([CH3:25])[CH3:24])(=[O:29])=[O:30])[CH:32]=2)[CH:3]=1)(=[O:11])=[O:10]. (2) Given the reactants [Cl:1][C:2]1[CH:3]=[C:4]([S:8]([NH:11][CH2:12][C:13]2[O:14][CH:15]=[C:16]([OH:20])[C:17](=[O:19])[CH:18]=2)(=[O:10])=[O:9])[CH:5]=[CH:6][CH:7]=1.[OH:21][C:22]1C(=O)C=C(CNS(C2C=CC=CC=2)(=O)=O)OC=1CO, predict the reaction product. The product is: [Cl:1][C:2]1[CH:3]=[C:4]([S:8]([NH:11][CH2:12][C:13]2[O:14][C:15]([CH2:22][OH:21])=[C:16]([OH:20])[C:17](=[O:19])[CH:18]=2)(=[O:10])=[O:9])[CH:5]=[CH:6][CH:7]=1. (3) Given the reactants [Cl:1][C:2]1[C:7](C(F)(F)F)=[CH:6][CH:5]=[CH:4][C:3]=1[C:12]([N:14]1[CH2:23][CH2:22][C:21]2[C:20]([C:24]3[N:28]([CH:29]4[CH2:34]CCCO4)N=C[CH:25]=3)=[N:19][C:18](C)=[N:17][C:16]=2[CH2:15]1)=[O:13].CC1N=C(C2N(C3CCCCO3)N=CC=2)C2CCN(C(OC(C)(C)C)=O)CC=2N=1.[Cl:65]C1C(Cl)=CC=CC=1C(O)=O.ClC1C(C(F)(F)F)=CC=CC=1C(O)=O, predict the reaction product. The product is: [Cl:1][C:2]1[C:7]([Cl:65])=[CH:6][CH:5]=[CH:4][C:3]=1[C:12]([N:14]1[CH2:23][CH2:22][C:21]2[C:20]([C:24]3[NH:28][CH:29]=[CH:34][CH:25]=3)=[N:19][CH:18]=[N:17][C:16]=2[CH2:15]1)=[O:13]. (4) Given the reactants Cl[C:2]1[CH:7]=[CH:6][C:5]([CH3:8])=[CH:4][C:3]=1[CH3:9].[CH2:10]([NH2:14])[CH:11]([CH3:13])[CH3:12].O1CCCC1, predict the reaction product. The product is: [CH3:9][C:3]1[CH:4]=[C:5]([CH3:8])[CH:6]=[CH:7][C:2]=1[NH:14][CH2:10][CH:11]([CH3:13])[CH3:12]. (5) Given the reactants [CH:1]1([O:5][C:6]2[C:14]([C:15]3[O:16][CH:17]=[CH:18][CH:19]=3)=[CH:13][C:9]([C:10]([OH:12])=O)=[CH:8][N:7]=2)[CH2:4][CH2:3][CH2:2]1.CN(C(ON1N=NC2C=CC=CC1=2)=[N+](C)C)C.[B-](F)(F)(F)F.C(NC(C)C)(C)C.Cl.[F:50][C:51]1[CH:56]=[CH:55][C:54]([NH:57][NH2:58])=[CH:53][CH:52]=1.Cl, predict the reaction product. The product is: [F:50][C:51]1[CH:56]=[CH:55][C:54]([NH:57][NH:58][C:10](=[O:12])[C:9]2[CH:13]=[C:14]([C:15]3[O:16][CH:17]=[CH:18][CH:19]=3)[C:6]([O:5][CH:1]3[CH2:2][CH2:3][CH2:4]3)=[N:7][CH:8]=2)=[CH:53][CH:52]=1. (6) Given the reactants [CH3:1][O:2][C:3]1[CH:4]=[C:5]([C:15]2[O:16][C:17]3[CH:23]=[CH:22][CH:21]=[CH:20][C:18]=3[N:19]=2)[CH:6]=[CH:7][C:8]=1[CH2:9][N:10]1C=[CH:13][N:12]=[N:11]1.Br[CH2:25][C:26]1[CH:31]=[CH:30][C:29]([C:32]2[O:33][C:34]3[CH:40]=[CH:39][CH:38]=[CH:37][C:35]=3[N:36]=2)=[CH:28][C:27]=1[O:41][CH3:42].[NH:43]1[CH:47]=[N:46][N:45]=[N:44]1, predict the reaction product. The product is: [CH3:1][O:2][C:3]1[CH:4]=[C:5]([C:15]2[O:16][C:17]3[CH:23]=[CH:22][CH:21]=[CH:20][C:18]=3[N:19]=2)[CH:6]=[CH:7][C:8]=1[CH2:9][N:10]1[N:11]=[N:12][CH:13]=[N:36]1.[CH3:42][O:41][C:27]1[CH:28]=[C:29]([C:32]2[O:33][C:34]3[CH:40]=[CH:39][CH:38]=[CH:37][C:35]=3[N:36]=2)[CH:30]=[CH:31][C:26]=1[CH2:25][N:43]1[CH:47]=[N:46][N:45]=[N:44]1. (7) Given the reactants C[O:2][C:3]([C:5]1[CH:13]=[C:12]2[C:8]([C:9]([CH2:15][N:16]3[CH2:21][CH2:20][O:19][CH2:18][CH2:17]3)=[CH:10][N:11]2[CH3:14])=[CH:7][CH:6]=1)=[O:4].[OH-].[K+:23], predict the reaction product. The product is: [CH3:14][N:11]1[C:12]2[C:8](=[CH:7][CH:6]=[C:5]([C:3]([O-:4])=[O:2])[CH:13]=2)[C:9]([CH2:15][N:16]2[CH2:21][CH2:20][O:19][CH2:18][CH2:17]2)=[CH:10]1.[K+:23]. (8) Given the reactants FC(F)(F)S(O[C:7]1[CH:8]=[C:9]([C:22](=[O:25])[CH2:23][CH3:24])[C:10]2[S:14][C:13]([NH:15][C:16]([NH:18][CH2:19][CH3:20])=[O:17])=[N:12][C:11]=2[CH:21]=1)(=O)=O.[CH3:28]O.[CH3:30][C:31]1([C:52]([O:54][CH2:55][CH3:56])=[O:53])[CH2:36][CH2:35][N:34]([C:37]2[N:42]=[CH:41][C:40](B3OC(C)(C)C(C)(C)O3)=[CH:39][N:38]=2)[CH2:33][CH2:32]1.P([O-])([O-])([O-])=O.[K+].[K+].[K+], predict the reaction product. The product is: [CH2:30]([C:31]1([C:52]([O:54][CH2:55][CH3:56])=[O:53])[CH2:32][CH2:33][N:34]([C:37]2[N:38]=[CH:39][C:40]([C:7]3[CH:8]=[C:9]([C:22](=[O:25])[CH2:23][CH3:24])[C:10]4[S:14][C:13]([NH:15][C:16]([NH:18][CH2:19][CH3:20])=[O:17])=[N:12][C:11]=4[CH:21]=3)=[CH:41][N:42]=2)[CH2:35][CH2:36]1)[CH3:28]. (9) The product is: [F:1][C:2]1[C:7]([O:8][CH3:9])=[CH:6][C:5]([O:10][CH3:11])=[C:4]([F:12])[C:3]=1[N:13]1[CH2:18][C:17]2[CH:19]=[N:20][C:21]3[N:25]([S:26]([C:29]4[CH:30]=[CH:31][CH:32]=[CH:33][CH:34]=4)(=[O:27])=[O:28])[C:24]([CH2:35][N:39]4[CH2:44][CH2:43][O:42][CH2:41][CH2:40]4)=[CH:23][C:22]=3[C:16]=2[N:15]([CH3:37])[C:14]1=[O:38]. Given the reactants [F:1][C:2]1[C:7]([O:8][CH3:9])=[CH:6][C:5]([O:10][CH3:11])=[C:4]([F:12])[C:3]=1[N:13]1[CH2:18][C:17]2[CH:19]=[N:20][C:21]3[N:25]([S:26]([C:29]4[CH:34]=[CH:33][CH:32]=[CH:31][CH:30]=4)(=[O:28])=[O:27])[C:24]([CH:35]=O)=[CH:23][C:22]=3[C:16]=2[N:15]([CH3:37])[C:14]1=[O:38].[NH:39]1[CH2:44][CH2:43][O:42][CH2:41][CH2:40]1.C(O)(=O)C.C(O[BH-](OC(=O)C)OC(=O)C)(=O)C.[Na+], predict the reaction product.